From a dataset of Catalyst prediction with 721,799 reactions and 888 catalyst types from USPTO. Predict which catalyst facilitates the given reaction. Reactant: [O:1]1[C:5]2[CH:6]=[CH:7][C:8]([C:10](=[S:12])[NH2:11])=[CH:9][C:4]=2[CH2:3][CH2:2]1.Cl[CH:14]([C:20](OCC)=[O:21])[C:15]([O:17][CH2:18][CH3:19])=[O:16]. Product: [CH2:18]([O:17][C:15]([CH:14]1[S:12][C:10]([C:8]2[CH:7]=[CH:6][C:5]3[O:1][CH2:2][CH2:3][C:4]=3[CH:9]=2)=[N:11][C:20]1=[O:21])=[O:16])[CH3:19]. The catalyst class is: 8.